From a dataset of Catalyst prediction with 721,799 reactions and 888 catalyst types from USPTO. Predict which catalyst facilitates the given reaction. (1) The catalyst class is: 617. Product: [CH:1]([O:4][C:5]([N:7]1[CH2:8][CH2:9][CH:10]([NH2:13])[CH2:11][CH2:12]1)=[O:6])([CH3:3])[CH3:2]. Reactant: [CH:1]([O:4][C:5]([N:7]1[CH2:12][CH2:11][CH:10]([NH:13]C(OC(C)(C)C)=O)[CH2:9][CH2:8]1)=[O:6])([CH3:3])[CH3:2]. (2) Reactant: [F:1][C:2]1[C:7]([C:8]2[CH:13]=[CH:12][C:11]([NH2:14])=[C:10]([N+:15]([O-:17])=[O:16])[CH:9]=2)=[C:6]([C:18]([F:21])([F:20])[F:19])[CH:5]=[CH:4][CH:3]=1.[H-].[Na+].[CH:24]1([CH:30]=[CH:31][C:32](Cl)=[O:33])[CH2:29][CH2:28][CH2:27][CH2:26][CH2:25]1.[Cl-].[NH4+]. Product: [CH:24]1([CH:30]=[CH:31][C:32]([NH:14][C:11]2[CH:12]=[CH:13][C:8]([C:7]3[C:2]([F:1])=[CH:3][CH:4]=[CH:5][C:6]=3[C:18]([F:19])([F:20])[F:21])=[CH:9][C:10]=2[N+:15]([O-:17])=[O:16])=[O:33])[CH2:29][CH2:28][CH2:27][CH2:26][CH2:25]1. The catalyst class is: 3.